This data is from Peptide-MHC class II binding affinity with 134,281 pairs from IEDB. The task is: Regression. Given a peptide amino acid sequence and an MHC pseudo amino acid sequence, predict their binding affinity value. This is MHC class II binding data. (1) The peptide sequence is WIELKESWGAVWRID. The binding affinity (normalized) is 0.242. The MHC is HLA-DPA10201-DPB10101 with pseudo-sequence HLA-DPA10201-DPB10101. (2) The peptide sequence is EGFGSHGFEDTILQR. The MHC is DRB1_0101 with pseudo-sequence DRB1_0101. The binding affinity (normalized) is 0.453. (3) The peptide sequence is IFSGNMNIKLKMPMY. The MHC is DRB1_0101 with pseudo-sequence DRB1_0101. The binding affinity (normalized) is 0.247. (4) The peptide sequence is VLAALFAGAWCVPKV. The MHC is DRB1_1001 with pseudo-sequence DRB1_1001. The binding affinity (normalized) is 0.465.